Predict the product of the given reaction. From a dataset of Forward reaction prediction with 1.9M reactions from USPTO patents (1976-2016). (1) Given the reactants [C:1]([C:5]1[CH:10]=[C:9]([CH3:11])[CH:8]=[CH:7][C:6]=1[OH:12])([CH3:4])([CH3:3])[CH3:2].C([Mg]Br)C.[CH2:17]=[O:18].C(N(CC)CC)C, predict the reaction product. The product is: [C:1]([C:5]1[CH:10]=[C:9]([CH3:11])[CH:8]=[C:7]([CH:17]=[O:18])[C:6]=1[OH:12])([CH3:4])([CH3:3])[CH3:2]. (2) Given the reactants Br[C:2]1[CH:3]=[CH:4][C:5]2[O:14][CH2:13][CH2:12][C:11]3[S:10][C:9]([C:15]4[N:16]([CH:20]([CH3:22])[CH3:21])[N:17]=[CH:18][N:19]=4)=[N:8][C:7]=3[C:6]=2[CH:23]=1.CC1(C)C(C)(C)OB([C:32]2[CH:33]=[CH:34][C:35]([N:38]3[CH2:43][CH2:42][O:41][CH2:40][CH2:39]3)=[N:36][CH:37]=2)O1, predict the reaction product. The product is: [CH:20]([N:16]1[C:15]([C:9]2[S:10][C:11]3[CH2:12][CH2:13][O:14][C:5]4[CH:4]=[CH:3][C:2]([C:32]5[CH:37]=[N:36][C:35]([N:38]6[CH2:39][CH2:40][O:41][CH2:42][CH2:43]6)=[CH:34][CH:33]=5)=[CH:23][C:6]=4[C:7]=3[N:8]=2)=[N:19][CH:18]=[N:17]1)([CH3:22])[CH3:21].